This data is from Reaction yield outcomes from USPTO patents with 853,638 reactions. The task is: Predict the reaction yield, written as a fraction of the theoretical maximum amount of product (1.0 means a 100% yield; for example, 0.34 means a 34% yield). (1) The reactants are [NH2:1][C:2]1[N:7]=[C:6]([Cl:8])[C:5]([CH:9]=[O:10])=[C:4](Cl)[N:3]=1.CCN(C(C)C)C(C)C.[NH2:21][CH2:22][C:23]([NH:25][C:26]1[CH:31]=[CH:30][CH:29]=[C:28]([C:32]([F:35])([F:34])[F:33])[CH:27]=1)=[O:24]. The catalyst is C1COCC1. The product is [NH2:1][C:2]1[N:3]=[C:4]([NH:21][CH2:22][C:23]([NH:25][C:26]2[CH:31]=[CH:30][CH:29]=[C:28]([C:32]([F:33])([F:34])[F:35])[CH:27]=2)=[O:24])[C:5]([CH:9]=[O:10])=[C:6]([Cl:8])[N:7]=1. The yield is 0.430. (2) The reactants are [CH3:1][O:2][C:3](=[O:18])[C:4]1[CH:9]=[C:8]([N+:10]([O-:12])=[O:11])[C:7]([C:13]([F:16])([F:15])[F:14])=[CH:6][C:5]=1[NH2:17].[C:19](Cl)(Cl)=[O:20]. The catalyst is C1(C)C=CC=CC=1. The product is [CH3:1][O:2][C:3](=[O:18])[C:4]1[CH:9]=[C:8]([N+:10]([O-:12])=[O:11])[C:7]([C:13]([F:16])([F:15])[F:14])=[CH:6][C:5]=1[N:17]=[C:19]=[O:20]. The yield is 1.00. (3) The reactants are COP([CH2:7][C:8](=[O:29])[CH2:9][CH2:10][CH2:11][CH2:12][C:13]1[CH:18]=[CH:17][CH:16]=[C:15]([NH:19][CH2:20][C:21]2[CH:26]=[CH:25][C:24]([O:27][CH3:28])=[CH:23][CH:22]=2)[N:14]=1)(=O)OC.[CH3:30][C:31]1[N:36]=[CH:35][C:34]([CH:37]=O)=[CH:33][N:32]=1.[OH-].[Na+]. The catalyst is C1COCC1. The product is [CH3:28][O:27][C:24]1[CH:23]=[CH:22][C:21]([CH2:20][NH:19][C:15]2[N:14]=[C:13]([CH2:12][CH2:11][CH2:10][CH2:9][C:8](=[O:29])[CH:7]=[CH:37][C:34]3[CH:33]=[N:32][C:31]([CH3:30])=[N:36][CH:35]=3)[CH:18]=[CH:17][CH:16]=2)=[CH:26][CH:25]=1. The yield is 0.610. (4) The reactants are [OH:1][C:2]1[C:10]2[N:9]=[C:8]([CH3:11])[N:7]([CH3:12])[C:6]=2[CH:5]=[C:4]([C:13]([N:15]([CH3:17])[CH3:16])=[O:14])[CH:3]=1.Cl[CH:19]1[C:28]2[C:23](=[CH:24][CH:25]=[CH:26][CH:27]=2)[CH2:22][O:21][CH2:20]1. No catalyst specified. The product is [CH2:22]1[C:23]2[C:28](=[CH:27][CH:26]=[CH:25][CH:24]=2)[CH:19]([O:1][C:2]2[C:10]3[N:9]=[C:8]([CH3:11])[N:7]([CH3:12])[C:6]=3[CH:5]=[C:4]([C:13]([N:15]([CH3:16])[CH3:17])=[O:14])[CH:3]=2)[CH2:20][O:21]1. The yield is 0.120.